This data is from Reaction yield outcomes from USPTO patents with 853,638 reactions. The task is: Predict the reaction yield, written as a fraction of the theoretical maximum amount of product (1.0 means a 100% yield; for example, 0.34 means a 34% yield). (1) The reactants are [F:1][C:2]([F:15])([F:14])[C:3]1[CH:4]=[C:5]([CH:7]=[C:8]([C:10]([F:13])([F:12])[F:11])[CH:9]=1)[NH2:6].C(OC([NH:23][C@H:24]([C:32](O)=[O:33])[CH2:25][C:26]1[CH:31]=[CH:30][CH:29]=[CH:28][CH:27]=1)=O)(C)(C)C.P(Cl)(Cl)Cl.C(=O)([O-])O.[Na+]. The catalyst is C1(C)C=CC=CC=1. The product is [NH2:23][C@@H:24]([CH2:25][C:26]1[CH:31]=[CH:30][CH:29]=[CH:28][CH:27]=1)[C:32]([NH:6][C:5]1[CH:4]=[C:3]([C:2]([F:14])([F:15])[F:1])[CH:9]=[C:8]([C:10]([F:11])([F:12])[F:13])[CH:7]=1)=[O:33]. The yield is 0.929. (2) The reactants are Br[C:2]1[C:3]([S:13][CH3:14])=[N:4][C:5]([NH:8][C:9]([CH3:12])([CH3:11])[CH3:10])=[N:6][CH:7]=1.[CH3:15][N:16](C=O)C. The catalyst is C(OCC)(=O)C.O.[Zn].[C-]#N.[Zn+2].[C-]#N.C1(P(C2C=CC=CC=2)[C-]2C=CC=C2)C=CC=CC=1.[C-]1(P(C2C=CC=CC=2)C2C=CC=CC=2)C=CC=C1.[Fe+2].C1C=CC(/C=C/C(/C=C/C2C=CC=CC=2)=O)=CC=1.C1C=CC(/C=C/C(/C=C/C2C=CC=CC=2)=O)=CC=1.C1C=CC(/C=C/C(/C=C/C2C=CC=CC=2)=O)=CC=1.[Pd].[Pd]. The product is [C:9]([NH:8][C:5]1[N:4]=[C:3]([S:13][CH3:14])[C:2]([C:15]#[N:16])=[CH:7][N:6]=1)([CH3:12])([CH3:11])[CH3:10]. The yield is 0.830. (3) The reactants are [CH3:1][O:2][C:3]1[C:8]([O:9][CH2:10][CH2:11][O:12][CH3:13])=[CH:7][CH:6]=[CH:5][C:4]=1[CH:14]([C:17](=O)[CH3:18])[C:15]#[N:16].Cl.Cl.[NH2:22][NH2:23].C(=O)(O)[O-].[Na+]. The catalyst is C(O)C. The product is [CH3:18][C:17]1[C:14]([C:4]2[CH:5]=[CH:6][CH:7]=[C:8]([O:9][CH2:10][CH2:11][O:12][CH3:13])[C:3]=2[O:2][CH3:1])=[C:15]([NH2:16])[NH:23][N:22]=1. The yield is 0.650. (4) The reactants are [Cl:1][C:2]1[CH:7]=[CH:6][CH:5]=[CH:4][C:3]=1/[C:8](=[N:10]\[NH:11][CH3:12])/[CH3:9].[Cl-].Cl[CH:15]=[N+](C)C.CN(C)[CH:21]=[O:22]. No catalyst specified. The product is [Cl:1][C:2]1[CH:7]=[CH:6][CH:5]=[CH:4][C:3]=1[C:8]1[C:9]([CH:21]=[O:22])=[CH:12][N:11]([CH3:15])[N:10]=1. The yield is 0.410. (5) The reactants are C([O:8][C:9]1[CH:38]=[CH:37][C:12]2[NH:13][C:14]([C:19]3[C:20](=[O:36])[C:21]([CH3:35])([CH2:30][CH2:31][CH:32]([CH3:34])[CH3:33])[C:22]4[C:27]([C:28]=3[OH:29])=[CH:26][CH:25]=[CH:24][CH:23]=4)=[N:15][S:16](=[O:18])(=[O:17])[C:11]=2[CH:10]=1)C1C=CC=CC=1. The catalyst is O1CCCC1.[Pd]. The product is [OH:29][C:28]1[C:27]2[C:22](=[CH:23][CH:24]=[CH:25][CH:26]=2)[C:21]([CH3:35])([CH2:30][CH2:31][CH:32]([CH3:33])[CH3:34])[C:20](=[O:36])[C:19]=1[C:14]1[NH:13][C:12]2[CH:37]=[CH:38][C:9]([OH:8])=[CH:10][C:11]=2[S:16](=[O:17])(=[O:18])[N:15]=1. The yield is 0.990. (6) The product is [CH2:1]([NH:3][C:4]([C:6]1[CH:11]=[CH:10][C:9]([C:16]2[CH:17]=[CH:18][C:19]([O:22][CH2:23][CH:24]3[CH2:25][CH2:26][N:27]([C:30]([O:32][CH:33]([CH3:35])[CH3:34])=[O:31])[CH2:28][CH2:29]3)=[CH:20][CH:21]=2)=[CH:8][CH:7]=1)=[O:5])[CH3:2]. The reactants are [CH2:1]([NH:3][C:4]([C:6]1[CH:11]=[CH:10][C:9](B(O)O)=[CH:8][CH:7]=1)=[O:5])[CH3:2].Br[C:16]1[CH:21]=[CH:20][C:19]([O:22][CH2:23][CH:24]2[CH2:29][CH2:28][N:27]([C:30]([O:32][CH:33]([CH3:35])[CH3:34])=[O:31])[CH2:26][CH2:25]2)=[CH:18][CH:17]=1.C([O-])([O-])=O.[Na+].[Na+]. The yield is 0.260. The catalyst is Cl[Pd](Cl)([P](C1C=CC=CC=1)(C1C=CC=CC=1)C1C=CC=CC=1)[P](C1C=CC=CC=1)(C1C=CC=CC=1)C1C=CC=CC=1.COCCOC. (7) The reactants are Cl[C:2]1[N:3]=[C:4]([N:23]2[CH2:28][CH2:27][O:26][CH2:25][CH2:24]2)[C:5]2[S:10][C:9]([CH2:11][N:12]([CH:14]3[CH2:19][CH2:18][N:17]([CH:20]([CH3:22])[CH3:21])[CH2:16][CH2:15]3)[CH3:13])=[CH:8][C:6]=2[N:7]=1.CC1(C)C(C)(C)OB([C:37]2[CH:38]=[N:39][C:40]([NH2:43])=[N:41][CH:42]=2)O1.C([O-])([O-])=O.[Na+].[Na+].Cl. The catalyst is C(#N)C.Cl[Pd](Cl)([P](C1C=CC=CC=1)(C1C=CC=CC=1)C1C=CC=CC=1)[P](C1C=CC=CC=1)(C1C=CC=CC=1)C1C=CC=CC=1. The product is [CH:20]([N:17]1[CH2:18][CH2:19][CH:14]([N:12]([CH2:11][C:9]2[S:10][C:5]3[C:4]([N:23]4[CH2:28][CH2:27][O:26][CH2:25][CH2:24]4)=[N:3][C:2]([C:37]4[CH:38]=[N:39][C:40]([NH2:43])=[N:41][CH:42]=4)=[N:7][C:6]=3[CH:8]=2)[CH3:13])[CH2:15][CH2:16]1)([CH3:22])[CH3:21]. The yield is 0.160.